This data is from Full USPTO retrosynthesis dataset with 1.9M reactions from patents (1976-2016). The task is: Predict the reactants needed to synthesize the given product. (1) Given the product [F:2][C:3]([F:20])([F:19])[C:4]1[CH:9]=[CH:8][C:7]([C:10]2[CH:15]=[CH:14][C:13]([CH2:27][C:28]([OH:23])=[O:21])=[CH:12][CH:11]=2)=[CH:6][CH:5]=1, predict the reactants needed to synthesize it. The reactants are: Cl.[F:2][C:3]([F:20])([F:19])[C:4]1[CH:9]=[CH:8][C:7]([C:10]2[CH:15]=[CH:14][C:13](CC#N)=[CH:12][CH:11]=2)=[CH:6][CH:5]=1.[OH-:21].[Na+].[O:23]1[CH2:28][CH2:27]OCC1. (2) Given the product [N+:8]([C:4]1[CH:3]=[C:2]([NH:11][CH2:12][CH2:13][N:14]2[CH2:18][CH2:17][CH2:16][CH2:15]2)[CH:7]=[CH:6][CH:5]=1)([O-:10])=[O:9], predict the reactants needed to synthesize it. The reactants are: F[C:2]1[CH:7]=[CH:6][CH:5]=[C:4]([N+:8]([O-:10])=[O:9])[CH:3]=1.[NH2:11][CH2:12][CH2:13][N:14]1[CH2:18][CH2:17][CH2:16][CH2:15]1.C([O-])([O-])=O.[Cs+].[Cs+]. (3) Given the product [CH3:25][N:22]1[CH2:23][CH2:24][CH:19]([O:18][C:2]2[C:7]([O:8][CH2:9][CH2:10][OH:11])=[CH:6][CH:5]=[CH:4][N:3]=2)[CH2:20][CH2:21]1, predict the reactants needed to synthesize it. The reactants are: Cl[C:2]1[C:7]([O:8][CH2:9][CH2:10][O:11]C2CCCCO2)=[CH:6][CH:5]=[CH:4][N:3]=1.[OH:18][CH:19]1[CH2:24][CH2:23][N:22]([CH3:25])[CH2:21][CH2:20]1.CC(C)([O-])C.[K+].C(O)(C)(C)C. (4) Given the product [F:35][C:23]([F:22])([F:34])[C:24]1[CH:25]=[CH:26][C:27]([S:30]([O:1][CH:2]2[CH2:3][CH2:4][N:5]([C:8]([O:10][C:11]([CH3:14])([CH3:13])[CH3:12])=[O:9])[CH2:6][CH2:7]2)(=[O:32])=[O:31])=[CH:28][CH:29]=1, predict the reactants needed to synthesize it. The reactants are: [OH:1][CH:2]1[CH2:7][CH2:6][N:5]([C:8]([O:10][C:11]([CH3:14])([CH3:13])[CH3:12])=[O:9])[CH2:4][CH2:3]1.C(N(CC)CC)C.[F:22][C:23]([F:35])([F:34])[C:24]1[CH:29]=[CH:28][C:27]([S:30](Cl)(=[O:32])=[O:31])=[CH:26][CH:25]=1.